This data is from Catalyst prediction with 721,799 reactions and 888 catalyst types from USPTO. The task is: Predict which catalyst facilitates the given reaction. Reactant: [Cl:1][C:2]1[N:7]=[CH:6][C:5]([C:8]([CH3:13])([CH3:12])[C:9](O)=[O:10])=[CH:4][CH:3]=1.[CH:14]([N:17](CC)[CH:18](C)C)(C)C.Cl.CNC.C(=O)([O-])O.[Na+]. Product: [Cl:1][C:2]1[N:7]=[CH:6][C:5]([C:8]([CH3:13])([CH3:12])[C:9]([N:17]([CH3:18])[CH3:14])=[O:10])=[CH:4][CH:3]=1. The catalyst class is: 13.